This data is from Full USPTO retrosynthesis dataset with 1.9M reactions from patents (1976-2016). The task is: Predict the reactants needed to synthesize the given product. (1) Given the product [Cl:30][C:27]1[CH:28]=[CH:29][C:24]([N:16]2[C:15]([NH:5][CH:1]3[CH2:33][CH2:32][O:31][CH2:3][CH2:2]3)=[C:23]3[C:18]([CH:19]=[CH:20][CH:21]=[CH:22]3)=[N:17]2)=[CH:25][CH:26]=1, predict the reactants needed to synthesize it. The reactants are: [CH2:1]([N:5]([C:15]1[N:16]([C:24]2[CH:29]=[CH:28][C:27]([Cl:30])=[CH:26][CH:25]=2)[N:17]=[C:18]2[C:23]=1[CH:22]=[CH:21][CH:20]=[CH:19]2)C(NC1CCCCC1)=O)[CH2:2][CH2:3]C.[O:31]1CCC(N)[CH2:33][CH2:32]1. (2) Given the product [C:10]1([C:16]2[N:4]3[CH2:5][CH2:6][O:7][CH2:8][CH2:9][C:3]3=[C:19]([C:18]([OH:21])=[O:17])[N:20]=2)[CH:15]=[CH:14][CH:13]=[CH:12][CH:11]=1, predict the reactants needed to synthesize it. The reactants are: CO[C:3]1=[N:4][CH2:5][CH2:6][O:7][CH2:8][CH2:9]1.[C:10]1([C:16]2[O:17][C:18](=[O:21])[CH2:19][N:20]=2)[CH:15]=[CH:14][CH:13]=[CH:12][CH:11]=1.O.[OH-].[Li+].O.